Task: Predict the product of the given reaction.. Dataset: Forward reaction prediction with 1.9M reactions from USPTO patents (1976-2016) Given the reactants Cl.[NH2:2][C:3]1[C:8]2=[C:9]([C:19]3[CH:20]=[CH:21][C:22]4[C:26]([CH:27]=3)=[N:25][N:24]([CH2:28][C:29]3[CH:34]=[CH:33][CH:32]=[CH:31][CH:30]=3)[CH:23]=4)[CH:10]=[C:11]([C:12]([CH:14]3[CH2:18][CH2:17][NH:16][CH2:15]3)=[O:13])[N:7]2[N:6]=[CH:5][N:4]=1.C(N(CC)CC)C.[CH3:42][S:43](Cl)(=[O:45])=[O:44], predict the reaction product. The product is: [NH2:2][C:3]1[C:8]2=[C:9]([C:19]3[CH:20]=[CH:21][C:22]4[C:26]([CH:27]=3)=[N:25][N:24]([CH2:28][C:29]3[CH:30]=[CH:31][CH:32]=[CH:33][CH:34]=3)[CH:23]=4)[CH:10]=[C:11]([C:12]([CH:14]3[CH2:18][CH2:17][N:16]([S:43]([CH3:42])(=[O:45])=[O:44])[CH2:15]3)=[O:13])[N:7]2[N:6]=[CH:5][N:4]=1.